This data is from Full USPTO retrosynthesis dataset with 1.9M reactions from patents (1976-2016). The task is: Predict the reactants needed to synthesize the given product. (1) Given the product [Br:17][C:5]1[CH:4]=[C:3]2[C:2]3([C:18]4[N:19]=[CH:20][CH:21]=[CH:22][C:23]=4[O:24][C:31]([NH2:30])=[N:1]3)[C:15]3[CH:14]=[C:13]([Cl:16])[N:12]=[CH:11][C:10]=3[O:9][C:8]2=[CH:7][CH:6]=1, predict the reactants needed to synthesize it. The reactants are: [NH2:1][C:2]1([C:18]2[C:23]([OH:24])=[CH:22][CH:21]=[CH:20][N:19]=2)[C:15]2[CH:14]=[C:13]([Cl:16])[N:12]=[CH:11][C:10]=2[O:9][C:8]2[C:3]1=[CH:4][C:5]([Br:17])=[CH:6][CH:7]=2.C([O-])(=O)C.[K+].[N:30]#[C:31]Br.C(Cl)Cl. (2) The reactants are: C1C=CC(P(C2C=CC3C(=CC=CC=3)C=2C2C3C(=CC=CC=3)C=CC=2P(C2C=CC=CC=2)C2C=CC=CC=2)C2C=CC=CC=2)=CC=1.Cl[C:48]1[N:53]=[C:52]([C:54]2[CH:55]=[N:56][CH:57]=[C:58]([Cl:60])[CH:59]=2)[C:51]2[N:61]([CH2:76][C@H:77]3[CH2:82][CH2:81][C@H:80]([CH3:83])[CH2:79][CH2:78]3)[C:62]([N:64]3[CH2:69][CH2:68][O:67][CH2:66][C@H:65]3[C:70]3[CH:75]=[CH:74][CH:73]=[CH:72][CH:71]=3)=[N:63][C:50]=2[CH:49]=1.[CH3:84][N:85](C)C(=O)C. Given the product [Cl:60][C:58]1[CH:59]=[C:54]([C:52]2[C:51]3[N:61]([CH2:76][C@H:77]4[CH2:82][CH2:81][C@H:80]([CH3:83])[CH2:79][CH2:78]4)[C:62]([N:64]4[CH2:69][CH2:68][O:67][CH2:66][C@H:65]4[C:70]4[CH:75]=[CH:74][CH:73]=[CH:72][CH:71]=4)=[N:63][C:50]=3[CH:49]=[C:48]([C:84]#[N:85])[N:53]=2)[CH:55]=[N:56][CH:57]=1, predict the reactants needed to synthesize it. (3) Given the product [Cl:1][C:2]1[C:7]([C:8]2[CH:13]=[CH:12][CH:11]=[CH:10][CH:9]=2)=[N:6][N:5]=[C:4]2[N:14]([CH2:23][C:24]([N:27]3[CH2:31][CH2:30][CH2:29][CH2:28]3)=[O:26])[N:15]=[C:16]([C:17]3[CH:22]=[CH:21][CH:20]=[CH:19][CH:18]=3)[C:3]=12, predict the reactants needed to synthesize it. The reactants are: [Cl:1][C:2]1[C:7]([C:8]2[CH:13]=[CH:12][CH:11]=[CH:10][CH:9]=2)=[N:6][N:5]=[C:4]2[N:14]([CH2:23][C:24]([OH:26])=O)[N:15]=[C:16]([C:17]3[CH:22]=[CH:21][CH:20]=[CH:19][CH:18]=3)[C:3]=12.[NH:27]1[CH2:31][CH2:30][CH2:29][CH2:28]1.C(N(C(C)C)CC)(C)C.F[P-](F)(F)(F)(F)F.N1(OC(N(C)C)=[N+](C)C)C2N=CC=CC=2N=N1. (4) Given the product [CH3:1][O:2][C:3]1[CH:4]=[C:5]([CH3:25])[C:6]([S:10]([N:29]2[CH2:30][CH2:31][CH2:32][CH2:33][CH:28]2[CH2:27][OH:26])(=[O:12])=[O:13])=[C:7]([CH3:9])[CH:8]=1, predict the reactants needed to synthesize it. The reactants are: [CH3:1][O:2][C:3]1[CH:8]=[C:7]([CH3:9])[C:6]([S:10]([O:13]C2C(F)=C(F)C(F)=C(F)C=2F)(=[O:12])=O)=[C:5]([CH3:25])[CH:4]=1.[OH:26][CH2:27][CH:28]1[CH2:33][CH2:32][CH2:31][CH2:30][NH:29]1.